This data is from Reaction yield outcomes from USPTO patents with 853,638 reactions. The task is: Predict the reaction yield, written as a fraction of the theoretical maximum amount of product (1.0 means a 100% yield; for example, 0.34 means a 34% yield). (1) The reactants are [CH3:1][C:2]1([CH3:21])[CH:7]([N:8]2[CH2:12][CH2:11][O:10][C:9]2=[O:13])[CH2:6][CH2:5][N:4]([C:14]([O:16]C(C)(C)C)=O)[CH2:3]1.C(O)(C(F)(F)F)=O.CC1(C)C(N2CCOC2=O)CCNC1.[Cl:43][C:44]1[N:48]2[CH:49]=[C:50]([C:57]3[CH:61]=[CH:60][O:59][CH:58]=3)[CH:51]=[C:52]([C:53]([F:56])([F:55])[F:54])[C:47]2=[N:46][C:45]=1C(O)=O.CN(C(ON1N=NC2C=CC=NC1=2)=[N+](C)C)C.F[P-](F)(F)(F)(F)F.CCN(C(C)C)C(C)C. The catalyst is ClCCl.CN(C)C=O.C(OCC)(=O)C. The product is [Cl:43][C:44]1[N:48]2[CH:49]=[C:50]([C:57]3[CH:61]=[CH:60][O:59][CH:58]=3)[CH:51]=[C:52]([C:53]([F:56])([F:55])[F:54])[C:47]2=[N:46][C:45]=1[C:14]([N:4]1[CH2:5][CH2:6][CH:7]([N:8]2[CH2:12][CH2:11][O:10][C:9]2=[O:13])[C:2]([CH3:1])([CH3:21])[CH2:3]1)=[O:16]. The yield is 0.0841. (2) The reactants are [Cl:1][C:2]1[CH:3]=[C:4]([C:12]2[O:16][N:15]=[C:14]([C:17]3[CH:22]=[CH:21][C:20]([O:23]C(C)C)=[C:19]([I:27])[CH:18]=3)[N:13]=2)[CH:5]=[CH:6][C:7]=1[O:8][CH2:9][CH2:10][CH3:11].B(Cl)(Cl)Cl. The catalyst is C(Cl)Cl. The product is [Cl:1][C:2]1[CH:3]=[C:4]([C:12]2[O:16][N:15]=[C:14]([C:17]3[CH:22]=[CH:21][C:20]([OH:23])=[C:19]([I:27])[CH:18]=3)[N:13]=2)[CH:5]=[CH:6][C:7]=1[O:8][CH2:9][CH2:10][CH3:11]. The yield is 0.790. (3) The reactants are C1(C(N2C3C(=CC(S(N)(=O)=O)=CC=3)CC2)=O)CCCCC1.[NH:22]1[C:30]2[C:25](=[CH:26][C:27]([S:31]([NH2:34])(=[O:33])=[O:32])=[CH:28][CH:29]=2)[CH2:24][CH2:23]1.[F:35][C:36]1[CH:37]=[C:38]([CH:42]=[CH:43][C:44]=1[F:45])[C:39](Cl)=[O:40]. No catalyst specified. The product is [F:35][C:36]1[CH:37]=[C:38]([CH:42]=[CH:43][C:44]=1[F:45])[C:39]([N:22]1[C:30]2[C:25](=[CH:26][C:27]([S:31]([NH2:34])(=[O:32])=[O:33])=[CH:28][CH:29]=2)[CH2:24][CH2:23]1)=[O:40]. The yield is 0.780. (4) The reactants are [CH2:1]([O:5][C:6]1[CH:13]=[CH:12][C:9]([CH:10]=O)=[CH:8][CH:7]=1)[CH2:2][CH2:3][CH3:4].[N+:14]([CH3:17])([O-:16])=[O:15].C([O-])(=O)C.[NH4+]. The catalyst is C(O)(=O)C. The product is [CH2:1]([O:5][C:6]1[CH:13]=[CH:12][C:9](/[CH:10]=[CH:17]/[N+:14]([O-:16])=[O:15])=[CH:8][CH:7]=1)[CH2:2][CH2:3][CH3:4]. The yield is 0.760. (5) The catalyst is CN(C=O)C. The reactants are FC(F)(F)C(O)=O.[NH2:8][C@@H:9]([CH3:44])[C:10]([NH:12][C@@H:13]([CH2:37][C:38]1[CH:43]=[CH:42][CH:41]=[CH:40][CH:39]=1)[C:14]([NH:16][C@@H:17]([CH2:30][C:31]1[CH:36]=[CH:35][CH:34]=[CH:33][CH:32]=1)[C:18](=[O:29])[C:19]([NH:21][CH2:22][C:23]1[CH:28]=[CH:27][CH:26]=[CH:25][CH:24]=1)=[O:20])=[O:15])=[O:11].[CH2:45]([N:47]1[C:51]([C:52](O)=[O:53])=[CH:50][CH:49]=[N:48]1)[CH3:46].CN(C(ON1N=NC2C=CC=NC1=2)=[N+](C)C)C.F[P-](F)(F)(F)(F)F.C(N(CC)C(C)C)(C)C. The yield is 0.240. The product is [CH2:30]([C@H:17]([NH:16][C:14]([C@@H:13]([NH:12][C:10]([C@@H:9]([NH:8][C:52]([C:51]1[N:47]([CH2:45][CH3:46])[N:48]=[CH:49][CH:50]=1)=[O:53])[CH3:44])=[O:11])[CH2:37][C:38]1[CH:43]=[CH:42][CH:41]=[CH:40][CH:39]=1)=[O:15])[C:18]([C:19](=[O:20])[NH:21][CH2:22][C:23]1[CH:24]=[CH:25][CH:26]=[CH:27][CH:28]=1)=[O:29])[C:31]1[CH:36]=[CH:35][CH:34]=[CH:33][CH:32]=1. (6) The reactants are [Mg].[F:2][CH:3](Br)[C:4]1C=CC=C[CH:5]=1.[F:11][C:12]([F:33])([F:32])[CH2:13][N:14]1[C:19](=[O:20])[C:18](Cl)=[C:17]([C:22]2[CH:27]=[CH:26][C:25]([S:28]([CH3:31])(=[O:30])=[O:29])=[CH:24][CH:23]=2)[CH:16]=[N:15]1.N1N[C:36](=O)[CH:37]=[CH:38][CH:39]=1. The catalyst is C1COCC1.CCOCC. The product is [F:11][C:12]([F:33])([F:32])[CH2:13][N:14]1[C:19](=[O:20])[C:18]([CH2:36][C:37]2[CH:5]=[CH:4][C:3]([F:2])=[CH:39][CH:38]=2)=[C:17]([C:22]2[CH:27]=[CH:26][C:25]([S:28]([CH3:31])(=[O:30])=[O:29])=[CH:24][CH:23]=2)[CH:16]=[N:15]1. The yield is 0.280.